This data is from Forward reaction prediction with 1.9M reactions from USPTO patents (1976-2016). The task is: Predict the product of the given reaction. (1) Given the reactants Cl.Cl.Cl.Cl.Cl.[CH3:6][N:7]1[CH2:12][CH2:11][N:10]([C:13]2[CH:18]=[C:17]([N:19]3[CH:28]([CH3:29])[CH2:27][C:26]4[C:21](=[CH:22][C:23]([CH:30]5[CH2:35][CH2:34][NH:33][CH2:32][CH2:31]5)=[CH:24][CH:25]=4)[CH2:20]3)[N:16]=[C:15]([NH2:36])[N:14]=2)[CH2:9][CH2:8]1.[CH2:37]([S:39](Cl)(=[O:41])=[O:40])[CH3:38], predict the reaction product. The product is: [CH2:37]([S:39]([N:33]1[CH2:32][CH2:31][CH:30]([C:23]2[CH:22]=[C:21]3[C:26]([CH2:27][CH:28]([CH3:29])[N:19]([C:17]4[CH:18]=[C:13]([N:10]5[CH2:11][CH2:12][N:7]([CH3:6])[CH2:8][CH2:9]5)[N:14]=[C:15]([NH2:36])[N:16]=4)[CH2:20]3)=[CH:25][CH:24]=2)[CH2:35][CH2:34]1)(=[O:41])=[O:40])[CH3:38]. (2) Given the reactants C[O:2][C:3]([C:5]1[S:12][C:11]2[C:10]([CH:13]3[CH2:18][CH2:17][CH2:16][CH2:15][CH2:14]3)=[C:9]([C:19]3[CH:20]=[C:21]4[C:26](=[CH:27][CH:28]=3)[N:25]=[C:24]([C:29]3[S:33][C:32]([CH3:34])=[N:31][C:30]=3[CH3:35])[CH:23]=[CH:22]4)[N:8]([CH2:36][C:37]([OH:39])=O)[C:7]=2[CH:6]=1)=[O:4].CN(C(ON1N=[N:55][C:50]2C=[CH:52][CH:53]=[CH:54][C:49]1=2)=[N+](C)C)C.F[P-](F)(F)(F)(F)F.CCN(C(C)C)C(C)C.N1CCCCC1.[Li+].[OH-].Cl, predict the reaction product. The product is: [CH:13]1([C:10]2[C:11]3[S:12][C:5]([C:3]([OH:2])=[O:4])=[CH:6][C:7]=3[N:8]([CH2:36][C:37](=[O:39])[N:55]3[CH2:52][CH2:53][CH2:54][CH2:49][CH2:50]3)[C:9]=2[C:19]2[CH:20]=[C:21]3[C:26](=[CH:27][CH:28]=2)[N:25]=[C:24]([C:29]2[S:33][C:32]([CH3:34])=[N:31][C:30]=2[CH3:35])[CH:23]=[CH:22]3)[CH2:14][CH2:15][CH2:16][CH2:17][CH2:18]1. (3) Given the reactants CC(OI1(OC(C)=O)(OC(C)=O)OC(=O)C2C=CC=CC1=2)=O.[OH:23][CH2:24][C@H:25]1[CH2:30][CH2:29][C@H:28]([CH2:31][C:32]([O:34][C:35]([CH3:38])([CH3:37])[CH3:36])=[O:33])[CH2:27][CH2:26]1, predict the reaction product. The product is: [CH:24]([C@H:25]1[CH2:30][CH2:29][C@H:28]([CH2:31][C:32]([O:34][C:35]([CH3:38])([CH3:37])[CH3:36])=[O:33])[CH2:27][CH2:26]1)=[O:23]. (4) Given the reactants [NH2:1][C@@H:2]([CH3:5])[CH2:3][OH:4].C(Cl)Cl.[Si:9](Cl)([C:22]([CH3:25])([CH3:24])[CH3:23])([C:16]1[CH:21]=[CH:20][CH:19]=[CH:18][CH:17]=1)[C:10]1[CH:15]=[CH:14][CH:13]=[CH:12][CH:11]=1, predict the reaction product. The product is: [Si:9]([O:4][CH2:3][C@@H:2]([NH2:1])[CH3:5])([C:22]([CH3:25])([CH3:24])[CH3:23])([C:16]1[CH:17]=[CH:18][CH:19]=[CH:20][CH:21]=1)[C:10]1[CH:15]=[CH:14][CH:13]=[CH:12][CH:11]=1. (5) The product is: [Br:42][C:43]1[N:48]=[CH:47][C:46](/[CH:49]=[CH:50]/[S:20]([Cl:24])(=[O:22])=[O:21])=[CH:45][CH:44]=1. Given the reactants C1(P(C2C=CC=CC=2)C2C=CC=CC=2)C=CC=CC=1.[S:20]([Cl:24])(Cl)(=[O:22])=[O:21].C([N+](CCCC)(CCCC)CCCC)CCC.[Br:42][C:43]1[N:48]=[CH:47][C:46](/[CH:49]=[CH:50]/S(O)(=O)=O)=[CH:45][CH:44]=1, predict the reaction product. (6) Given the reactants [CH2:1]1[C:7]2[CH:8]=[CH:9][CH:10]=[CH:11][C:6]=2[CH2:5][CH2:4][NH:3][CH2:2]1.FC(F)(F)C(O)=O.[S:19](=[O:23])(=[O:22])([OH:21])[OH:20].[N+:24]([O-])([OH:26])=[O:25], predict the reaction product. The product is: [S:19]([O-:23])([OH:22])(=[O:21])=[O:20].[N+:24]([C:11]1[CH:6]=[CH:5][C:4]2[NH:3][CH2:2][CH3+:1][CH2:7][CH2:8][C:9]=2[CH:10]=1)([O-:26])=[O:25].